Task: Predict which catalyst facilitates the given reaction.. Dataset: Catalyst prediction with 721,799 reactions and 888 catalyst types from USPTO (1) The catalyst class is: 1. Product: [CH3:34][N:6]1[C:5]([C:20]2[N:24]([C:25]3[CH:26]=[CH:27][C:28]([C:29]#[N:30])=[CH:31][CH:32]=3)[N:23]=[CH:22][CH:21]=2)=[C:4]([CH3:3])[N:8]([C:9]2[CH:14]=[CH:13][CH:12]=[C:11]([C:15]([F:18])([F:17])[F:16])[CH:10]=2)[C:7]1=[O:19]. Reactant: [H-].[Na+].[CH3:3][C:4]1[N:8]([C:9]2[CH:14]=[CH:13][CH:12]=[C:11]([C:15]([F:18])([F:17])[F:16])[CH:10]=2)[C:7](=[O:19])[NH:6][C:5]=1[C:20]1[N:24]([C:25]2[CH:32]=[CH:31][C:28]([C:29]#[N:30])=[CH:27][CH:26]=2)[N:23]=[CH:22][CH:21]=1.I[CH3:34].O. (2) Reactant: C(=[N:14][NH2:15])(C1C=CC=CC=1)C1C=CC=CC=1.CC(C)([O-])C.[K+].[Br:22][C:23]1[CH:24]=[CH:25][C:26](F)=[C:27]([C:29]([C:31]2[CH:36]=[C:35]([CH:37]([CH3:39])[CH3:38])[CH:34]=[C:33]([CH:40]([CH3:42])[CH3:41])[C:32]=2[O:43][CH2:44][CH3:45])=O)[CH:28]=1. Product: [Br:22][C:23]1[CH:28]=[C:27]2[C:26](=[CH:25][CH:24]=1)[NH:15][N:14]=[C:29]2[C:31]1[CH:36]=[C:35]([CH:37]([CH3:39])[CH3:38])[CH:34]=[C:33]([CH:40]([CH3:42])[CH3:41])[C:32]=1[O:43][CH2:44][CH3:45]. The catalyst class is: 1. (3) Reactant: [CH3:1][S:2][C:3]1[CH:4]=[C:5]([C:9]2[N:10]=[C:11](OS(C(F)(F)F)(=O)=O)[CH:12]=[C:13]3[C:18]=2[N:17]=[CH:16][CH:15]=[CH:14]3)[CH:6]=[CH:7][CH:8]=1.[NH:27]1[CH2:37][CH2:36][CH:30]([C:31]([O:33][CH2:34][CH3:35])=[O:32])[CH2:29][CH2:28]1. Product: [CH2:34]([O:33][C:31]([CH:30]1[CH2:36][CH2:37][N:27]([C:11]2[CH:12]=[C:13]3[C:18](=[C:9]([C:5]4[CH:6]=[CH:7][CH:8]=[C:3]([S:2][CH3:1])[CH:4]=4)[N:10]=2)[N:17]=[CH:16][CH:15]=[CH:14]3)[CH2:28][CH2:29]1)=[O:32])[CH3:35]. The catalyst class is: 16. (4) Reactant: [CH2:1]([NH2:5])[CH2:2][CH2:3][CH3:4].[CH2:6]([O:10][C:11]1[CH:16]=[C:15](/[CH:17]=[C:18](\[O:23][CH3:24])/[C:19]([O:21][CH3:22])=[O:20])[CH:14]=[CH:13][C:12]=1[C:25]1[CH:30]=[CH:29][CH:28]=[C:27]([N:31]([CH3:44])[C:32]([O:34]C2C=CC([N+]([O-])=O)=CC=2)=O)[CH:26]=1)[CH2:7][CH2:8][CH3:9].O.C(OCC)(=O)C. Product: [CH2:6]([O:10][C:11]1[CH:16]=[C:15](/[CH:17]=[C:18](\[O:23][CH3:24])/[C:19]([O:21][CH3:22])=[O:20])[CH:14]=[CH:13][C:12]=1[C:25]1[CH:30]=[CH:29][CH:28]=[C:27]([N:31]([CH3:44])[C:32]([NH:5][CH2:1][CH2:2][CH2:3][CH3:4])=[O:34])[CH:26]=1)[CH2:7][CH2:8][CH3:9]. The catalyst class is: 9. (5) Reactant: [C:1]([C:4]1[C:22](=[O:23])[C@@:8]2([CH3:24])[C:9]3[C:15]([OH:16])=[CH:14][C:13]([O:17][CH3:18])=[C:12]([C:19]([NH2:21])=[O:20])[C:10]=3[O:11][C:7]2=[CH:6][C:5]=1[OH:25])(=[O:3])[CH3:2].[CH3:26][C:27]1[C:36]([CH3:37])=[CH:35][C:34]2[C:29](=[CH:30][CH:31]=[CH:32][CH:33]=2)[C:28]=1[CH:38]=O.C([SiH](CC)CC)C.FC(F)(F)C(O)=O. Product: [C:1]([C:4]1[C:22](=[O:23])[C@@:8]2([CH3:24])[C:9]3[C:15]([OH:16])=[CH:14][C:13]([O:17][CH3:18])=[C:12]([C:19]([NH:21][CH2:38][C:28]4[C:29]5[C:34](=[CH:33][CH:32]=[CH:31][CH:30]=5)[CH:35]=[C:36]([CH3:37])[C:27]=4[CH3:26])=[O:20])[C:10]=3[O:11][C:7]2=[CH:6][C:5]=1[OH:25])(=[O:3])[CH3:2]. The catalyst class is: 10. (6) Reactant: [H-].[Na+].[C:3]([O:11][C:12]([CH3:15])([CH3:14])[CH3:13])(=[O:10])[CH2:4][C:5]([O:7][CH2:8][CH3:9])=[O:6].Br[C:17]1[CH:22]=[N:21][C:20]([N+:23]([O-:25])=[O:24])=[CH:19][N:18]=1. Product: [N+:23]([C:20]1[N:21]=[CH:22][C:17]([CH:4]([C:5]([O:7][CH2:8][CH3:9])=[O:6])[C:3]([O:11][C:12]([CH3:14])([CH3:13])[CH3:15])=[O:10])=[N:18][CH:19]=1)([O-:25])=[O:24]. The catalyst class is: 31. (7) Reactant: [C:1]([CH2:3][C:4]([N:6]1[CH2:9][CH:8]([CH2:10][N:11]2[C:15]3[CH:16]=[CH:17][CH:18]=[CH:19][C:14]=3[N:13]=[C:12]2[NH:20][C:21]([C:23]2[S:24][C:25]([C:28]3[CH:29]=[N:30][NH:31][CH:32]=3)=[CH:26][CH:27]=2)=[O:22])[CH2:7]1)=[O:5])#[N:2].ClCCl.N1CCCCC1.[CH3:42][CH:43]([CH3:46])[CH:44]=O. Product: [C:1]([C:3](=[CH:42][CH:43]([CH3:46])[CH3:44])[C:4]([N:6]1[CH2:7][CH:8]([CH2:10][N:11]2[C:15]3[CH:16]=[CH:17][CH:18]=[CH:19][C:14]=3[N:13]=[C:12]2[NH:20][C:21]([C:23]2[S:24][C:25]([C:28]3[CH:29]=[N:30][NH:31][CH:32]=3)=[CH:26][CH:27]=2)=[O:22])[CH2:9]1)=[O:5])#[N:2]. The catalyst class is: 5. (8) Reactant: [N:1]1([CH2:7][CH2:8][CH2:9][NH:10][S:11]([C:14]2[C:19]([Cl:20])=[CH:18][CH:17]=[C:16]([N+:21]([O-:23])=[O:22])[C:15]=2Cl)(=[O:13])=[O:12])[CH2:6][CH2:5][O:4][CH2:3][CH2:2]1.[H-].[Na+].[OH2:27].Cl. Product: [N:1]1([CH2:7][CH2:8][CH2:9][NH:10][S:11]([C:14]2[C:19]([Cl:20])=[CH:18][CH:17]=[C:16]([N+:21]([O-:23])=[O:22])[C:15]=2[OH:27])(=[O:13])=[O:12])[CH2:6][CH2:5][O:4][CH2:3][CH2:2]1. The catalyst class is: 12. (9) Reactant: [CH2:1]([O:8][C:9]1[C:10]([C:25]([O:27][CH3:28])=[O:26])=[N:11][C:12]([C:15]2[CH:24]=[C:23]3[C:18]([CH2:19][CH2:20][CH2:21][NH:22]3)=[CH:17][CH:16]=2)=[CH:13][CH:14]=1)[C:2]1[CH:7]=[CH:6][CH:5]=[CH:4][CH:3]=1.[C:29](O[C:29]([O:31][C:32]([CH3:35])([CH3:34])[CH3:33])=[O:30])([O:31][C:32]([CH3:35])([CH3:34])[CH3:33])=[O:30]. Product: [CH2:1]([O:8][C:9]1[CH:14]=[CH:13][C:12]([C:15]2[CH:24]=[C:23]3[C:18]([CH2:19][CH2:20][CH2:21][N:22]3[C:29]([O:31][C:32]([CH3:35])([CH3:34])[CH3:33])=[O:30])=[CH:17][CH:16]=2)=[N:11][C:10]=1[C:25]([O:27][CH3:28])=[O:26])[C:2]1[CH:7]=[CH:6][CH:5]=[CH:4][CH:3]=1. The catalyst class is: 2.